This data is from Full USPTO retrosynthesis dataset with 1.9M reactions from patents (1976-2016). The task is: Predict the reactants needed to synthesize the given product. Given the product [N:11]1([CH2:16][CH2:17][O:18][C:19]2[CH:20]=[C:21]3[C:25](=[CH:26][CH:27]=2)[NH:24][C:23]([CH:28]=[C:3]2[C:4]4[C:9](=[CH:8][CH:7]=[CH:6][CH:5]=4)[NH:1][C:2]2=[O:10])=[CH:22]3)[CH2:12][CH2:13][CH2:14][CH2:15]1, predict the reactants needed to synthesize it. The reactants are: [NH:1]1[C:9]2[C:4](=[CH:5][CH:6]=[CH:7][CH:8]=2)[CH2:3][C:2]1=[O:10].[N:11]1([CH2:16][CH2:17][O:18][C:19]2[CH:20]=[C:21]3[C:25](=[CH:26][CH:27]=2)[NH:24][C:23]([CH:28]=O)=[CH:22]3)[CH2:15][CH2:14][CH2:13][CH2:12]1.N1CCCCC1.